From a dataset of Reaction yield outcomes from USPTO patents with 853,638 reactions. Predict the reaction yield, written as a fraction of the theoretical maximum amount of product (1.0 means a 100% yield; for example, 0.34 means a 34% yield). (1) The reactants are [NH2:1][C:2]1[N:7]=[C:6]([C:8]2[CH:13]=[C:12]([Cl:14])[CH:11]=[CH:10][C:9]=2[OH:15])[CH:5]=[C:4]([Cl:16])[N:3]=1.Br[CH2:18][C:19]1[CH:24]=[CH:23][CH:22]=[CH:21][CH:20]=1. No catalyst specified. The product is [CH2:18]([O:15][C:9]1[CH:10]=[CH:11][C:12]([Cl:14])=[CH:13][C:8]=1[C:6]1[CH:5]=[C:4]([Cl:16])[N:3]=[C:2]([NH2:1])[N:7]=1)[C:19]1[CH:24]=[CH:23][CH:22]=[CH:21][CH:20]=1. The yield is 0.560. (2) The reactants are C[Al](C)C.[CH:5]1([CH2:8][NH2:9])[CH2:7][CH2:6]1.C[O:11][C:12](=O)[C:13]1[CH:18]=[CH:17][C:16]([O:19][CH2:20][C:21]2[C:22]([C:27]3[CH:32]=[CH:31][CH:30]=[C:29]([F:33])[CH:28]=3)=[N:23][O:24][C:25]=2[CH3:26])=[N:15][CH:14]=1.O. The catalyst is O1CCOCC1. The product is [CH:5]1([CH2:8][NH:9][C:12](=[O:11])[C:13]2[CH:18]=[CH:17][C:16]([O:19][CH2:20][C:21]3[C:22]([C:27]4[CH:32]=[CH:31][CH:30]=[C:29]([F:33])[CH:28]=4)=[N:23][O:24][C:25]=3[CH3:26])=[N:15][CH:14]=2)[CH2:7][CH2:6]1. The yield is 0.680. (3) The reactants are C([O:3][C:4]([C:6]1[C:7]([C:12]2[CH:17]=[CH:16][CH:15]=[C:14]([Cl:18])[CH:13]=2)=[N:8][O:9][C:10]=1[CH3:11])=[O:5])C.[OH-].[Na+].Cl.O. The catalyst is C(O)C. The product is [Cl:18][C:14]1[CH:13]=[C:12]([C:7]2[C:6]([C:4]([OH:5])=[O:3])=[C:10]([CH3:11])[O:9][N:8]=2)[CH:17]=[CH:16][CH:15]=1. The yield is 0.970. (4) The reactants are CSC.B(F)(F)F.[CH2:8]([O:10][C:11]([C:13]1[S:17][C:16]([N:18]2[C:22]3[CH:23]=[C:24]([O:29]C)[C:25]([O:27]C)=[CH:26][C:21]=3[N:20]=[CH:19]2)=[N:15][C:14]=1[C:31]1[CH:36]=[CH:35][CH:34]=[CH:33][CH:32]=1)=[O:12])[CH3:9]. The catalyst is C(Cl)Cl. The product is [CH2:8]([O:10][C:11]([C:13]1[S:17][C:16]([N:18]2[C:22]3[CH:23]=[C:24]([OH:29])[C:25]([OH:27])=[CH:26][C:21]=3[N:20]=[CH:19]2)=[N:15][C:14]=1[C:31]1[CH:36]=[CH:35][CH:34]=[CH:33][CH:32]=1)=[O:12])[CH3:9]. The yield is 0.900.